The task is: Predict the reaction yield, written as a fraction of the theoretical maximum amount of product (1.0 means a 100% yield; for example, 0.34 means a 34% yield).. This data is from Reaction yield outcomes from USPTO patents with 853,638 reactions. (1) The product is [Cl:8][C:6]1[CH:7]=[C:2]([N:13]2[CH:14]=[C:10]([CH3:9])[N:11]=[CH:12]2)[N:3]=[CH:4][N:5]=1. The catalyst is CN(C=O)C. The yield is 0.370. The reactants are Cl[C:2]1[CH:7]=[C:6]([Cl:8])[N:5]=[CH:4][N:3]=1.[CH3:9][C:10]1[N:11]=[CH:12][NH:13][CH:14]=1.C(=O)([O-])[O-].[Cs+].[Cs+].O. (2) The reactants are Cl[C:2]([O:4][CH3:5])=[O:3].[NH2:6][CH:7]([CH2:11][CH2:12][S:13]([CH3:16])(=[O:15])=[O:14])[C:8]([OH:10])=[O:9].[OH-].[Na+].O. The catalyst is C1COCC1. The product is [CH3:16][S:13]([CH2:12][CH2:11][CH:7]([NH:6][C:2]([O:4][CH3:5])=[O:3])[C:8]([OH:10])=[O:9])(=[O:14])=[O:15]. The yield is 0.150. (3) The reactants are [N:1]1[CH:6]=[CH:5][CH:4]=[CH:3][C:2]=1C1(C#N)CCCC1.Cl.[C:15]([O:18]CC)(=[O:17])[CH3:16].[CH3:21][CH2:22][CH2:23][CH2:24]CC. No catalyst specified. The product is [N:1]1[CH:6]=[CH:5][CH:4]=[CH:3][C:2]=1[C:16]1([C:15]([OH:18])=[O:17])[CH2:24][CH2:23][CH2:22][CH2:21]1. The yield is 0.940. (4) The reactants are [N+:1]([C:4]1[CH:11]=[CH:10][C:7]([CH2:8]Br)=[CH:6][CH:5]=1)([O-:3])=[O:2].[CH2:12]([O:14][P:15]([O:19]CC)[O:16][CH2:17][CH3:18])[CH3:13]. No catalyst specified. The product is [N+:1]([C:4]1[CH:11]=[CH:10][C:7]([CH2:8][P:15](=[O:19])([O:16][CH2:17][CH3:18])[O:14][CH2:12][CH3:13])=[CH:6][CH:5]=1)([O-:3])=[O:2]. The yield is 0.960. (5) The reactants are [F:1][C:2]([F:17])([F:16])[C:3]1[CH:15]=[CH:14][C:6]2[O:7][C@@H:8]([C:11]([OH:13])=O)[CH2:9][O:10][C:5]=2[CH:4]=1.[N:18]1[CH:23]=[C:22]([NH2:24])[CH:21]=[C:20]2[CH2:25][O:26][CH2:27][CH2:28][C:19]=12. No catalyst specified. The product is [N:18]1[CH:23]=[C:22]([NH:24][C:11]([C@@H:8]2[O:7][C:6]3[CH:14]=[CH:15][C:3]([C:2]([F:1])([F:17])[F:16])=[CH:4][C:5]=3[O:10][CH2:9]2)=[O:13])[CH:21]=[C:20]2[CH2:25][O:26][CH2:27][CH2:28][C:19]=12. The yield is 0.890.